From a dataset of Forward reaction prediction with 1.9M reactions from USPTO patents (1976-2016). Predict the product of the given reaction. (1) Given the reactants [CH:1]1[C:10]2[CH:9]=[CH:8][CH:7]=[C:6]([OH:11])[C:5]=2[CH:4]=[CH:3][N:2]=1.C1C=CC(P(C2C=CC=CC=2)C2C=CC=CC=2)=CC=1.[CH3:31][C:32]1([CH2:36]O)[CH2:35][O:34][CH2:33]1.N(C(OC(C)C)=O)=NC(OC(C)C)=O.C1C2C(=CC=CC=2)C=CN=1.[H][H], predict the reaction product. The product is: [CH3:31][C:32]1([CH2:36][O:11][C:6]2[CH:7]=[CH:8][CH:9]=[C:10]3[C:5]=2[CH2:4][CH2:3][N:2]=[CH:1]3)[CH2:35][O:34][CH2:33]1. (2) Given the reactants [Br:1][C:2]1[CH:7]=[CH:6][C:5]([C:8]2[N:9]=[C:10]([C:23]([F:29])([F:28])[C:24]([F:27])([F:26])[F:25])[O:11][C:12]=2[C@@H:13]2[CH2:18][CH2:17][CH2:16][CH2:15][C@H:14]2[C:19]([O:21]C)=[O:20])=[CH:4][CH:3]=1.BrC1C=CC(C2N=C(C3C=CC(F)=C(F)C=3)OC=2[C@@H]2CCCC[C@H]2C(O)=O)=CC=1, predict the reaction product. The product is: [Br:1][C:2]1[CH:7]=[CH:6][C:5]([C:8]2[N:9]=[C:10]([C:23]([F:29])([F:28])[C:24]([F:26])([F:27])[F:25])[O:11][C:12]=2[C@@H:13]2[CH2:18][CH2:17][CH2:16][CH2:15][C@H:14]2[C:19]([OH:21])=[O:20])=[CH:4][CH:3]=1. (3) Given the reactants Cl[C:2]1[N:7]=[C:6]([N:8]2[C@@H:12]([CH:13]([CH3:15])[CH3:14])[CH2:11][O:10][C:9]2=[O:16])[CH:5]=[CH:4][N:3]=1.[F:17][C:18]1[CH:19]=[C:20]([CH:24]([NH2:26])[CH3:25])[CH:21]=[CH:22][CH:23]=1, predict the reaction product. The product is: [F:17][C:18]1[CH:19]=[C:20]([C@H:24]([NH:26][C:2]2[N:7]=[C:6]([N:8]3[C@@H:12]([CH:13]([CH3:15])[CH3:14])[CH2:11][O:10][C:9]3=[O:16])[CH:5]=[CH:4][N:3]=2)[CH3:25])[CH:21]=[CH:22][CH:23]=1.[F:17][C:18]1[CH:19]=[C:20]([C@@H:24]([NH:26][C:2]2[N:7]=[C:6]([N:8]3[C@@H:12]([CH:13]([CH3:15])[CH3:14])[CH2:11][O:10][C:9]3=[O:16])[CH:5]=[CH:4][N:3]=2)[CH3:25])[CH:21]=[CH:22][CH:23]=1. (4) Given the reactants Br[C:2]1[C:7]([CH2:8][O:9][C:10]2[C:15]([CH:16]=[O:17])=[CH:14][C:13]([O:18][CH3:19])=[N:12][CH:11]=2)=[CH:6][CH:5]=[CH:4][N:3]=1.[CH3:20][C:21]1[CH:22]=[N:23][N:24]([CH:29]2[CH2:34][CH2:33][CH2:32][CH2:31][O:30]2)[C:25]=1B(O)O.C([O-])([O-])=O.[K+].[K+], predict the reaction product. The product is: [CH3:19][O:18][C:13]1[CH:14]=[C:15]([C:10]([O:9][CH2:8][C:7]2[C:2]([C:25]3[N:24]([CH:29]4[CH2:34][CH2:33][CH2:32][CH2:31][O:30]4)[N:23]=[CH:22][C:21]=3[CH3:20])=[N:3][CH:4]=[CH:5][CH:6]=2)=[CH:11][N:12]=1)[CH:16]=[O:17]. (5) Given the reactants [CH2:1]([NH2:6])[CH2:2][CH:3]([CH3:5])[CH3:4].C([CH:9]([C:23]([O-:25])=O)[C:10]([C:20]([O-:22])=O)([OH:19])[C:11](CC)(CC)[C:12]([O-:14])=O)C, predict the reaction product. The product is: [CH2:1]([NH:6][C:12](=[O:14])[CH2:11][C:10]([CH2:9][C:23]([NH:6][CH2:1][CH2:2][CH:3]([CH3:5])[CH3:4])=[O:25])([C:20]([NH:6][CH2:1][CH2:2][CH:3]([CH3:5])[CH3:4])=[O:22])[OH:19])[CH2:2][CH:3]([CH3:5])[CH3:4]. (6) Given the reactants [CH3:1][S:2]([C:5]1[CH:6]=[CH:7][C:8]([O:14][CH2:15][C:16]([F:19])([F:18])[F:17])=[C:9]([CH:13]=1)[C:10]([OH:12])=O)(=[O:4])=[O:3].Cl.[CH2:21]([S:25]([C:28]1[S:32][C:31]([N:33]2[CH2:38][CH2:37][NH:36][CH2:35][CH2:34]2)=[N:30][CH:29]=1)(=[O:27])=[O:26])[CH2:22][CH2:23][CH3:24], predict the reaction product. The product is: [CH2:21]([S:25]([C:28]1[S:32][C:31]([N:33]2[CH2:38][CH2:37][N:36]([C:10]([C:9]3[CH:13]=[C:5]([S:2]([CH3:1])(=[O:3])=[O:4])[CH:6]=[CH:7][C:8]=3[O:14][CH2:15][C:16]([F:19])([F:18])[F:17])=[O:12])[CH2:35][CH2:34]2)=[N:30][CH:29]=1)(=[O:27])=[O:26])[CH2:22][CH2:23][CH3:24]. (7) Given the reactants [Cl:1][C:2]1[C:3]([F:32])=[C:4]([C@H:8]2[CH2:12][N:11]([CH2:13][C:14](O)=[O:15])[C@@H:10]([CH2:17][C:18]([CH3:21])([CH3:20])[CH3:19])[C@@:9]2([C:24]2[CH:29]=[CH:28][C:27]([Cl:30])=[CH:26][C:25]=2[F:31])[C:22]#[N:23])[CH:5]=[CH:6][CH:7]=1.[NH2:33][C:34]1[CH:43]=[CH:42][C:37]([C:38]([O:40][CH3:41])=[O:39])=[CH:36][CH:35]=1.CN(C(ON1N=NC2C=CC=NC1=2)=[N+](C)C)C.F[P-](F)(F)(F)(F)F.CCN(C(C)C)C(C)C, predict the reaction product. The product is: [CH3:41][O:40][C:38](=[O:39])[C:37]1[CH:36]=[CH:35][C:34]([NH:33][C:14](=[O:15])[CH2:13][N:11]2[CH2:12][C@H:8]([C:4]3[CH:5]=[CH:6][CH:7]=[C:2]([Cl:1])[C:3]=3[F:32])[C@:9]([C:24]3[CH:29]=[CH:28][C:27]([Cl:30])=[CH:26][C:25]=3[F:31])([C:22]#[N:23])[C@@H:10]2[CH2:17][C:18]([CH3:20])([CH3:19])[CH3:21])=[CH:43][CH:42]=1.